Regression. Given a peptide amino acid sequence and an MHC pseudo amino acid sequence, predict their binding affinity value. This is MHC class I binding data. From a dataset of Peptide-MHC class I binding affinity with 185,985 pairs from IEDB/IMGT. (1) The peptide sequence is SNEGRHHLL. The MHC is HLA-B39:01 with pseudo-sequence HLA-B39:01. The binding affinity (normalized) is 0.387. (2) The peptide sequence is SLWAWVLLF. The MHC is HLA-A02:12 with pseudo-sequence HLA-A02:12. The binding affinity (normalized) is 0.0847. (3) The binding affinity (normalized) is 0.0847. The MHC is HLA-B15:01 with pseudo-sequence HLA-B15:01. The peptide sequence is NPKTPKYKF. (4) The peptide sequence is MVFQNYALY. The MHC is HLA-B48:01 with pseudo-sequence HLA-B48:01. The binding affinity (normalized) is 0.0847.